This data is from Peptide-MHC class I binding affinity with 185,985 pairs from IEDB/IMGT. The task is: Regression. Given a peptide amino acid sequence and an MHC pseudo amino acid sequence, predict their binding affinity value. This is MHC class I binding data. (1) The peptide sequence is LDPGPLEQY. The MHC is Mamu-B8701 with pseudo-sequence Mamu-B8701. The binding affinity (normalized) is 0.338. (2) The peptide sequence is AIGTSITQK. The MHC is HLA-A11:01 with pseudo-sequence HLA-A11:01. The binding affinity (normalized) is 0.620.